Dataset: Catalyst prediction with 721,799 reactions and 888 catalyst types from USPTO. Task: Predict which catalyst facilitates the given reaction. (1) Reactant: [C:1]([O:4][C:5]1[CH:6]=[N:7][CH:8]=[C:9]([CH:13]=1)[C:10](O)=[O:11])(=[O:3])[CH3:2].C(Cl)(=O)C([Cl:17])=O.CN(C=O)C. Product: [C:1]([O:4][C:5]1[CH:6]=[N:7][CH:8]=[C:9]([CH:13]=1)[C:10]([Cl:17])=[O:11])(=[O:3])[CH3:2]. The catalyst class is: 22. (2) Reactant: Cl[CH:2]([C:4]1[O:5][C:6]([C:9]2[CH:14]=[CH:13][CH:12]=[C:11]([Cl:15])[CH:10]=2)=[N:7][N:8]=1)[CH3:3].[C:16]([O:23][CH3:24])(=[O:22])[CH2:17][C:18]([O:20][CH3:21])=[O:19].C1CCN2C(=NCCC2)CC1. Product: [CH3:21][O:20][C:18](=[O:19])[CH:17]([CH:2]([C:4]1[O:5][C:6]([C:9]2[CH:14]=[CH:13][CH:12]=[C:11]([Cl:15])[CH:10]=2)=[N:7][N:8]=1)[CH3:3])[C:16]([O:23][CH3:24])=[O:22]. The catalyst class is: 245. (3) Reactant: [Br:1][C:2]1[C:3](/[CH:9]=[N:10]\[S@:11]([C:13]([CH3:16])([CH3:15])[CH3:14])=[O:12])=[N:4][C:5]([Br:8])=[CH:6][CH:7]=1.[F:17][C:18]1[CH:19]=[C:20]([CH:24]=[C:25]([F:27])[CH:26]=1)[CH2:21][Mg]Br. Product: [Br:1][C:2]1[C:3]([C@@H:9]([NH:10][S@:11]([C:13]([CH3:16])([CH3:15])[CH3:14])=[O:12])[CH2:21][C:20]2[CH:19]=[C:18]([F:17])[CH:26]=[C:25]([F:27])[CH:24]=2)=[N:4][C:5]([Br:8])=[CH:6][CH:7]=1. The catalyst class is: 1. (4) The catalyst class is: 5. Reactant: [CH2:1]=O.[C:3]([BH3-])#[N:4].[Na+].N[C:8]1[CH:12]=[C:11]([C:13]2[CH:25]=[CH:24][C:16]([O:17][CH2:18][CH2:19][NH:20][C:21]([NH2:23])=[O:22])=[CH:15][CH:14]=2)[N:10]([C:26]2[CH:31]=[CH:30][C:29]([O:32][CH3:33])=[CH:28][CH:27]=2)[N:9]=1. Product: [CH3:1][N:4]([CH3:3])[C:8]1[CH:12]=[C:11]([C:13]2[CH:25]=[CH:24][C:16]([O:17][CH2:18][CH2:19][NH:20][C:21]([NH2:23])=[O:22])=[CH:15][CH:14]=2)[N:10]([C:26]2[CH:31]=[CH:30][C:29]([O:32][CH3:33])=[CH:28][CH:27]=2)[N:9]=1. (5) Reactant: [Cl:1][C:2]1[CH:7]=[CH:6][C:5]([N:8]=[C:9]=[O:10])=[CH:4][CH:3]=1.C(=O)([O-])[O-].[Na+].[Na+].CS(C)=O.[NH2:21][C:22]1([C:28](OC)=[O:29])[CH2:27][CH2:26][CH2:25][CH2:24][CH2:23]1. Product: [Cl:1][C:2]1[CH:7]=[CH:6][C:5]([N:8]2[C:28](=[O:29])[C:22]3([CH2:27][CH2:26][CH2:25][CH2:24][CH2:23]3)[NH:21][C:9]2=[O:10])=[CH:4][CH:3]=1. The catalyst class is: 6. (6) Reactant: Cl[C:2]1[C:11]2[C:6](=[CH:7][C:8]([S:12]([N:15]([C:25]3[CH:29]=[CH:28][O:27][N:26]=3)[CH2:16][C:17]3[CH:22]=[CH:21][C:20]([O:23][CH3:24])=[CH:19][CH:18]=3)(=[O:14])=[O:13])=[CH:9][CH:10]=2)[CH:5]=[N:4][C:3]=1[O:30][CH3:31].[Cl:32][C:33]1[CH:38]=[C:37](B(O)O)[C:36]([O:42][CH3:43])=[CH:35][C:34]=1[C:44]1[CH:49]=[CH:48][CH:47]=[C:46]([F:50])[CH:45]=1.P([O-])([O-])([O-])=O.[K+].[K+].[K+].O1CCOCC1. Product: [Cl:32][C:33]1[CH:38]=[C:37]([C:2]2[C:11]3[C:6](=[CH:7][C:8]([S:12]([N:15]([C:25]4[CH:29]=[CH:28][O:27][N:26]=4)[CH2:16][C:17]4[CH:22]=[CH:21][C:20]([O:23][CH3:24])=[CH:19][CH:18]=4)(=[O:14])=[O:13])=[CH:9][CH:10]=3)[CH:5]=[N:4][C:3]=2[O:30][CH3:31])[C:36]([O:42][CH3:43])=[CH:35][C:34]=1[C:44]1[CH:49]=[CH:48][CH:47]=[C:46]([F:50])[CH:45]=1. The catalyst class is: 6. (7) Reactant: [F:1][C:2]1[CH:7]=[CH:6][C:5]([NH:8][S:9]([C:12]2[CH:17]=[CH:16][C:15]([CH3:18])=[CH:14][CH:13]=2)(=[O:11])=[O:10])=[C:4]([NH:19][S:20]([C:23]2[CH:28]=[CH:27][C:26]([CH3:29])=[CH:25][CH:24]=2)(=[O:22])=[O:21])[CH:3]=1.[N+:30]([O-])([OH:32])=[O:31]. Product: [F:1][C:2]1[C:7]([N+:30]([O-:32])=[O:31])=[CH:6][C:5]([NH:8][S:9]([C:12]2[CH:17]=[CH:16][C:15]([CH3:18])=[CH:14][CH:13]=2)(=[O:10])=[O:11])=[C:4]([NH:19][S:20]([C:23]2[CH:24]=[CH:25][C:26]([CH3:29])=[CH:27][CH:28]=2)(=[O:21])=[O:22])[CH:3]=1. The catalyst class is: 15.